From a dataset of Full USPTO retrosynthesis dataset with 1.9M reactions from patents (1976-2016). Predict the reactants needed to synthesize the given product. Given the product [C:4]([Si:1]([CH3:2])([CH3:3])[O:8][CH2:9][C@:10]([NH:12][C:48]([C:44]1[N:40]2[CH:41]=[CH:42][CH:43]=[C:38]([O:37][CH2:36][C:35]3[C:34]([F:33])=[CH:54][CH:53]=[CH:52][C:51]=3[F:55])[C:39]2=[N:46][C:45]=1[CH3:47])=[O:49])([C:13]1[N:14]=[N:15][N:16]([CH:18]([F:20])[F:19])[N:17]=1)[CH3:11])([CH3:5])([CH3:6])[CH3:7], predict the reactants needed to synthesize it. The reactants are: [Si:1]([O:8][CH2:9][C@@:10]([C:13]1[N:14]=[N:15][N:16]([CH:18]([F:20])[F:19])[N:17]=1)([NH2:12])[CH3:11])([C:4]([CH3:7])([CH3:6])[CH3:5])([CH3:3])[CH3:2].C(N(CC)CC)C.ClCCCl.Cl.[F:33][C:34]1[CH:54]=[CH:53][CH:52]=[C:51]([F:55])[C:35]=1[CH2:36][O:37][C:38]1[C:39]2[N:40]([C:44]([C:48](Cl)=[O:49])=[C:45]([CH3:47])[N:46]=2)[CH:41]=[CH:42][CH:43]=1.